From a dataset of Full USPTO retrosynthesis dataset with 1.9M reactions from patents (1976-2016). Predict the reactants needed to synthesize the given product. (1) Given the product [NH2:29][C:30]1[N:35]=[CH:34][C:33]([C:36]([NH:13][C:10]2[N:9]3[CH2:14][CH2:15][N:16]=[C:8]3[C:7]3[CH:6]=[CH:5][C:4]([O:17][CH2:18][C:19]4[CH:24]=[CH:23][C:22]([S:25]([CH3:28])(=[O:27])=[O:26])=[CH:21][CH:20]=4)=[C:3]([O:2][CH3:1])[C:12]=3[N:11]=2)=[O:37])=[CH:32][N:31]=1, predict the reactants needed to synthesize it. The reactants are: [CH3:1][O:2][C:3]1[C:12]2[N:11]=[C:10]([NH2:13])[N:9]3[CH2:14][CH2:15][N:16]=[C:8]3[C:7]=2[CH:6]=[CH:5][C:4]=1[O:17][CH2:18][C:19]1[CH:24]=[CH:23][C:22]([S:25]([CH3:28])(=[O:27])=[O:26])=[CH:21][CH:20]=1.[NH2:29][C:30]1[N:35]=[CH:34][C:33]([C:36](O)=[O:37])=[CH:32][N:31]=1.C1CN([P+](ON2N=NC3C=CC=CC2=3)(N2CCCC2)N2CCCC2)CC1.F[P-](F)(F)(F)(F)F.C(N(C(C)C)CC)(C)C. (2) Given the product [NH2:1][C:4]1[CH:9]=[CH:8][C:7]([C:10]([N:12]2[CH2:13][CH2:14][N:15]([CH2:18][CH3:19])[CH2:16][CH2:17]2)=[O:11])=[C:6]([Cl:20])[CH:5]=1, predict the reactants needed to synthesize it. The reactants are: [N+:1]([C:4]1[CH:9]=[CH:8][C:7]([C:10]([N:12]2[CH2:17][CH2:16][N:15]([CH2:18][CH3:19])[CH2:14][CH2:13]2)=[O:11])=[C:6]([Cl:20])[CH:5]=1)([O-])=O.C1(C)C=CC=CC=1. (3) Given the product [CH3:1][C:2]1([CH3:16])[C:6]([CH3:7])([CH3:8])[CH2:5][CH:4]([C:9]2[CH:14]=[CH:13][CH:12]=[CH:11][C:10]=2[N:15]2[CH2:23][CH2:22][NH:21][CH2:20][CH2:19]2)[CH2:3]1, predict the reactants needed to synthesize it. The reactants are: [CH3:1][C:2]1([CH3:16])[C:6]([CH3:8])([CH3:7])[CH2:5][CH:4]([C:9]2[CH:14]=[CH:13][CH:12]=[CH:11][C:10]=2[NH2:15])[CH2:3]1.Cl.Cl[CH2:19][CH2:20][NH:21][CH2:22][CH2:23]Cl. (4) Given the product [C:2]([C:4]1([C:5]2[CH:6]=[CH:7][C:8]([CH2:9][C:10]3([CH2:16][NH:17][C@@H:24]4[CH2:26][C@H:25]4[C:27]4[CH:32]=[CH:31][CH:30]=[CH:29][CH:28]=4)[CH2:11][CH2:12][N:13]([CH2:37][CH2:36][C:35]([OH:39])=[O:38])[CH2:14][CH2:15]3)=[CH:33][CH:34]=2)[CH2:42][CH2:41]1)#[N:3], predict the reactants needed to synthesize it. The reactants are: Cl.[C:2]([CH2:4][C:5]1[CH:34]=[CH:33][C:8]([CH2:9][C:10]2([CH2:16][N:17]([C@@H:24]3[CH2:26][C@H:25]3[C:27]3[CH:32]=[CH:31][CH:30]=[CH:29][CH:28]=3)C(=O)C(F)(F)F)[CH2:15][CH2:14][NH:13][CH2:12][CH2:11]2)=[CH:7][CH:6]=1)#[N:3].[C:35]([O:39]C)(=[O:38])[CH:36]=[CH2:37].[CH2:41](N(CC)CC)[CH3:42].BrCCCl. (5) Given the product [CH3:27][N:28]([CH3:29])[CH2:2][C:3]([NH:5][C:6]1[C:19]2[C:18](=[O:20])[C:17]3[C:12](=[CH:13][CH:14]=[CH:15][C:16]=3[NH:21][C:22](=[O:25])[CH2:23][N:31]([CH3:32])[CH3:30])[C:11](=[O:26])[C:10]=2[CH:9]=[CH:8][CH:7]=1)=[O:4], predict the reactants needed to synthesize it. The reactants are: Cl[CH2:2][C:3]([NH:5][C:6]1[C:19]2[C:18](=[O:20])[C:17]3[C:12](=[CH:13][CH:14]=[CH:15][C:16]=3[NH:21][C:22](=[O:25])[CH2:23]Cl)[C:11](=[O:26])[C:10]=2[CH:9]=[CH:8][CH:7]=1)=[O:4].[CH3:27][NH:28][CH3:29].[CH3:30][N:31](C)[CH:32]=O. (6) Given the product [C:1]([C:5]1[N:6]=[C:7]([N:16]2[CH2:20][CH2:19][C:18]([F:21])([F:22])[CH2:17]2)[C:8]2[C:9](=[N:11][N:12]([CH2:14][C:15]3[C:46]([Cl:53])=[CH:47][CH:48]=[C:49]([F:52])[C:50]=3[Cl:51])[N:13]=2)[N:10]=1)([CH3:2])([CH3:3])[CH3:4], predict the reactants needed to synthesize it. The reactants are: [C:1]([C:5]1[N:6]=[C:7]([N:16]2[CH2:20][CH2:19][C:18]([F:22])([F:21])[CH2:17]2)[C:8]2[C:9](=[N:11][N:12]([CH2:14][CH3:15])[N:13]=2)[N:10]=1)([CH3:4])([CH3:3])[CH3:2].C(C1N=C(N2CCC(F)(F)C2)C2N=NNC=2N=1)(C)(C)C.BrCC1[C:50]([Cl:51])=[C:49]([F:52])[CH:48]=[CH:47][C:46]=1[Cl:53]. (7) Given the product [CH:11]1([CH2:14][CH2:15][NH:16][C:17]([C:19]2[N:20]=[N:21][C:22]([N:25]3[CH2:30][CH2:29][N:28]([C:8]([CH:4]4[CH2:5][CH2:6][CH2:7][CH:2]([CH3:1])[CH2:3]4)=[O:10])[CH2:27][CH2:26]3)=[CH:23][CH:24]=2)=[O:18])[CH2:13][CH2:12]1, predict the reactants needed to synthesize it. The reactants are: [CH3:1][CH:2]1[CH2:7][CH2:6][CH2:5][CH:4]([C:8]([OH:10])=O)[CH2:3]1.[CH:11]1([CH2:14][CH2:15][NH:16][C:17]([C:19]2[N:20]=[N:21][C:22]([N:25]3[CH2:30][CH2:29][NH:28][CH2:27][CH2:26]3)=[CH:23][CH:24]=2)=[O:18])[CH2:13][CH2:12]1. (8) Given the product [Br:33][CH2:34][CH2:35][O:1][C:2]1[CH:11]=[C:10]2[C:5]([C:6]([O:12][C:13]3[CH:26]=[CH:25][C:16]4[C:17]([C:21]([O:23][CH3:24])=[O:22])=[C:18]([CH3:20])[O:19][C:15]=4[CH:14]=3)=[CH:7][CH:8]=[N:9]2)=[CH:4][CH:3]=1, predict the reactants needed to synthesize it. The reactants are: [OH:1][C:2]1[CH:11]=[C:10]2[C:5]([C:6]([O:12][C:13]3[CH:26]=[CH:25][C:16]4[C:17]([C:21]([O:23][CH3:24])=[O:22])=[C:18]([CH3:20])[O:19][C:15]=4[CH:14]=3)=[CH:7][CH:8]=[N:9]2)=[CH:4][CH:3]=1.C([O-])([O-])=O.[K+].[K+].[Br:33][CH:34](Br)[CH3:35]. (9) Given the product [S:11]1[CH:15]=[C:14]([S:16][C:17]2[CH:26]=[CH:25][C:24]([CH3:27])=[CH:23][C:18]=2[CH2:19][NH:21][CH3:22])[C:13]2[CH:28]=[CH:29][CH:30]=[CH:31][C:12]1=2, predict the reactants needed to synthesize it. The reactants are: [H-].[Al+3].[Li+].[H-].[H-].[H-].[Cl-].[Al+3].[Cl-].[Cl-].[S:11]1[CH:15]=[C:14]([S:16][C:17]2[CH:26]=[CH:25][C:24]([CH3:27])=[CH:23][C:18]=2[C:19]([NH:21][CH3:22])=O)[C:13]2[CH:28]=[CH:29][CH:30]=[CH:31][C:12]1=2.[OH-].[Na+].